From a dataset of Full USPTO retrosynthesis dataset with 1.9M reactions from patents (1976-2016). Predict the reactants needed to synthesize the given product. (1) The reactants are: [CH3:1][C:2]1[C:6]([C:7]2[CH:12]=[CH:11][N:10]=[C:9](SC)[N:8]=2)=[CH:5][N:4]([C:15]2[CH:20]=[CH:19][CH:18]=[CH:17][CH:16]=2)[N:3]=1.O[O:22][S:23]([O-:25])=O.[K+].[CH3:27]O. Given the product [CH3:27][S:23]([C:9]1[N:8]=[C:7]([C:6]2[C:2]([CH3:1])=[N:3][N:4]([C:15]3[CH:16]=[CH:17][CH:18]=[CH:19][CH:20]=3)[CH:5]=2)[CH:12]=[CH:11][N:10]=1)(=[O:25])=[O:22], predict the reactants needed to synthesize it. (2) Given the product [CH3:1][C:2]1([CH3:19])[CH2:7][CH:6]([N:8]2[CH2:9][CH2:10][O:11][C:23]2=[O:24])[CH2:5][CH2:4][N:3]1[CH2:12][C:13]1[CH:14]=[CH:15][CH:16]=[CH:17][CH:18]=1, predict the reactants needed to synthesize it. The reactants are: [CH3:1][C:2]1([CH3:19])[CH2:7][CH:6]([NH:8][CH2:9][CH2:10][OH:11])[CH2:5][CH2:4][N:3]1[CH2:12][C:13]1[CH:18]=[CH:17][CH:16]=[CH:15][CH:14]=1.C[O-].[Na+].[C:23](=O)(OC)[O:24]C. (3) The reactants are: Br[C:2]1[CH:31]=[CH:30][C:5]([CH2:6][C:7]2[C:8]([NH:15][C@@H:16]([CH2:27][CH2:28][CH3:29])[CH2:17][CH2:18][O:19][Si](C(C)(C)C)(C)C)=[N:9][C:10]([NH2:14])=[N:11][C:12]=2[CH3:13])=[C:4]([O:32][CH3:33])[CH:3]=1.CNCCNC.[CH3:40][N:41]1[CH2:46][CH2:45][NH:44][C:43](=[O:47])[CH2:42]1.C([O-])([O-])=O.[Cs+].[Cs+].[F-].C([N+](CCCC)(CCCC)CCCC)CCC. Given the product [NH2:14][C:10]1[N:9]=[C:8]([NH:15][C@@H:16]([CH2:27][CH2:28][CH3:29])[CH2:17][CH2:18][OH:19])[C:7]([CH2:6][C:5]2[CH:30]=[CH:31][C:2]([N:44]3[CH2:45][CH2:46][N:41]([CH3:40])[CH2:42][C:43]3=[O:47])=[CH:3][C:4]=2[O:32][CH3:33])=[C:12]([CH3:13])[N:11]=1, predict the reactants needed to synthesize it.